Dataset: NCI-60 drug combinations with 297,098 pairs across 59 cell lines. Task: Regression. Given two drug SMILES strings and cell line genomic features, predict the synergy score measuring deviation from expected non-interaction effect. (1) Drug 1: CC1=C2C(C(=O)C3(C(CC4C(C3C(C(C2(C)C)(CC1OC(=O)C(C(C5=CC=CC=C5)NC(=O)OC(C)(C)C)O)O)OC(=O)C6=CC=CC=C6)(CO4)OC(=O)C)OC)C)OC. Drug 2: CC1=C(C(=O)C2=C(C1=O)N3CC4C(C3(C2COC(=O)N)OC)N4)N. Cell line: SNB-19. Synergy scores: CSS=65.5, Synergy_ZIP=2.84, Synergy_Bliss=1.60, Synergy_Loewe=5.84, Synergy_HSA=8.43. (2) Drug 1: CCC1=C2CN3C(=CC4=C(C3=O)COC(=O)C4(CC)O)C2=NC5=C1C=C(C=C5)O. Drug 2: CC1=C(C(=CC=C1)Cl)NC(=O)C2=CN=C(S2)NC3=CC(=NC(=N3)C)N4CCN(CC4)CCO. Cell line: LOX IMVI. Synergy scores: CSS=13.1, Synergy_ZIP=-9.68, Synergy_Bliss=-2.62, Synergy_Loewe=-24.9, Synergy_HSA=-3.64. (3) Drug 1: CC1=CC2C(CCC3(C2CCC3(C(=O)C)OC(=O)C)C)C4(C1=CC(=O)CC4)C. Synergy scores: CSS=-1.29, Synergy_ZIP=2.18, Synergy_Bliss=1.36, Synergy_Loewe=-3.94, Synergy_HSA=-4.49. Drug 2: C1=CC=C(C(=C1)C(C2=CC=C(C=C2)Cl)C(Cl)Cl)Cl. Cell line: HS 578T. (4) Drug 1: CC(CN1CC(=O)NC(=O)C1)N2CC(=O)NC(=O)C2. Drug 2: CC1C(C(CC(O1)OC2CC(CC3=C2C(=C4C(=C3O)C(=O)C5=CC=CC=C5C4=O)O)(C(=O)C)O)N)O. Cell line: PC-3. Synergy scores: CSS=54.7, Synergy_ZIP=-5.04, Synergy_Bliss=-3.44, Synergy_Loewe=0.0237, Synergy_HSA=0.864. (5) Drug 1: CCCS(=O)(=O)NC1=C(C(=C(C=C1)F)C(=O)C2=CNC3=C2C=C(C=N3)C4=CC=C(C=C4)Cl)F. Synergy scores: CSS=6.61, Synergy_ZIP=-0.324, Synergy_Bliss=4.13, Synergy_Loewe=1.44, Synergy_HSA=1.52. Cell line: CCRF-CEM. Drug 2: CC12CCC(CC1=CCC3C2CCC4(C3CC=C4C5=CN=CC=C5)C)O. (6) Synergy scores: CSS=12.8, Synergy_ZIP=-5.51, Synergy_Bliss=0.903, Synergy_Loewe=-22.4, Synergy_HSA=-1.75. Cell line: DU-145. Drug 2: CN1C2=C(C=C(C=C2)N(CCCl)CCCl)N=C1CCCC(=O)O.Cl. Drug 1: C1C(C(OC1N2C=NC3=C(N=C(N=C32)Cl)N)CO)O. (7) Drug 1: C1CN1C2=NC(=NC(=N2)N3CC3)N4CC4. Drug 2: C1=NC2=C(N1)C(=S)N=CN2. Cell line: TK-10. Synergy scores: CSS=32.9, Synergy_ZIP=-3.61, Synergy_Bliss=-0.606, Synergy_Loewe=-2.86, Synergy_HSA=0.823. (8) Drug 1: CN(C)C1=NC(=NC(=N1)N(C)C)N(C)C. Drug 2: C1CCC(C(C1)N)N.C(=O)(C(=O)[O-])[O-].[Pt+4]. Cell line: SK-MEL-28. Synergy scores: CSS=-8.50, Synergy_ZIP=0.687, Synergy_Bliss=-4.48, Synergy_Loewe=-15.6, Synergy_HSA=-8.95. (9) Drug 1: CCC(=C(C1=CC=CC=C1)C2=CC=C(C=C2)OCCN(C)C)C3=CC=CC=C3.C(C(=O)O)C(CC(=O)O)(C(=O)O)O. Drug 2: CC1=C(C(=O)C2=C(C1=O)N3CC4C(C3(C2COC(=O)N)OC)N4)N. Cell line: RPMI-8226. Synergy scores: CSS=15.5, Synergy_ZIP=2.25, Synergy_Bliss=1.92, Synergy_Loewe=-33.5, Synergy_HSA=-5.16.